Dataset: Forward reaction prediction with 1.9M reactions from USPTO patents (1976-2016). Task: Predict the product of the given reaction. (1) Given the reactants [NH2:1][CH2:2][C:3]1[CH:8]=[CH:7][C:6]([S:9]([N:12]([C:25]2[N:26]=[CH:27][C:28]3[C:33]([C:34]=2[CH:35]2[CH2:37][CH2:36]2)=[CH:32][CH:31]=[CH:30][CH:29]=3)[CH2:13][C:14]2[CH:19]=[CH:18][C:17]([O:20][C:21]([F:24])([F:23])[F:22])=[CH:16][CH:15]=2)(=[O:11])=[O:10])=[CH:5][CH:4]=1.C(N(CC)CC)C.[CH3:45][S:46](Cl)(=[O:48])=[O:47].C(OCC)(=O)C, predict the reaction product. The product is: [CH:35]1([C:34]2[C:33]3[C:28](=[CH:29][CH:30]=[CH:31][CH:32]=3)[CH:27]=[N:26][C:25]=2[N:12]([CH2:13][C:14]2[CH:15]=[CH:16][C:17]([O:20][C:21]([F:24])([F:22])[F:23])=[CH:18][CH:19]=2)[S:9]([C:6]2[CH:5]=[CH:4][C:3]([CH2:2][NH:1][S:46]([CH3:45])(=[O:48])=[O:47])=[CH:8][CH:7]=2)(=[O:10])=[O:11])[CH2:37][CH2:36]1. (2) Given the reactants Br[C:2]1[CH:11]=[CH:10][C:9]([Br:12])=[CH:8][C:3]=1[O:4][CH2:5][CH2:6]O.P(Br)(Br)Br.[OH-].[Na+].CCOC(C)=O.CCCCCC, predict the reaction product. The product is: [Br:12][C:9]1[CH:10]=[CH:11][C:2]2[CH2:6][CH2:5][O:4][C:3]=2[CH:8]=1. (3) Given the reactants C(OC[N:9]1[C:13]2[N:14]=[C:15]([NH:30][C:31]3[CH:36]=[CH:35][C:34]([NH:37][C@H:38]4[CH2:42][CH2:41][N:40]([S:43]([CH3:46])(=[O:45])=[O:44])[CH2:39]4)=[CH:33][CH:32]=3)[N:16]=[C:17]([O:18][C:19]3[CH:24]=[CH:23][CH:22]=[C:21]([NH:25][C:26](=[O:29])[CH:27]=[CH2:28])[CH:20]=3)[C:12]=2[CH:11]=[CH:10]1)(=O)C(C)(C)C.CO.C1COCC1.[OH-].[Na+], predict the reaction product. The product is: [CH3:46][S:43]([N:40]1[CH2:41][CH2:42][C@H:38]([NH:37][C:34]2[CH:35]=[CH:36][C:31]([NH:30][C:15]3[N:16]=[C:17]([O:18][C:19]4[CH:20]=[C:21]([NH:25][C:26](=[O:29])[CH:27]=[CH2:28])[CH:22]=[CH:23][CH:24]=4)[C:12]4[CH:11]=[CH:10][NH:9][C:13]=4[N:14]=3)=[CH:32][CH:33]=2)[CH2:39]1)(=[O:45])=[O:44].